Dataset: Full USPTO retrosynthesis dataset with 1.9M reactions from patents (1976-2016). Task: Predict the reactants needed to synthesize the given product. The reactants are: [C:1]([NH:5][C:6]([C:8]1[C:16]2[C:11](=[N:12][C:13]([CH3:18])=[C:14](Br)[N:15]=2)[N:10]([CH2:19][O:20][CH2:21][CH2:22][Si:23]([CH3:26])([CH3:25])[CH3:24])[CH:9]=1)=[O:7])([CH3:4])([CH3:3])[CH3:2].Cl.[CH3:28][C:29]1[CH:33]=[C:32]([NH2:34])[S:31][N:30]=1.C1(P(C2C=CC=CC=2)C2C=CC3C(=CC=CC=3)C=2C2C3C(=CC=CC=3)C=CC=2P(C2C=CC=CC=2)C2C=CC=CC=2)C=CC=CC=1.CC(C)([O-])C.[Na+]. Given the product [C:1]([NH:5][C:6]([C:8]1[C:16]2[C:11](=[N:12][C:13]([CH3:18])=[C:14]([NH:34][C:32]3[S:31][N:30]=[C:29]([CH3:28])[CH:33]=3)[N:15]=2)[N:10]([CH2:19][O:20][CH2:21][CH2:22][Si:23]([CH3:26])([CH3:25])[CH3:24])[CH:9]=1)=[O:7])([CH3:4])([CH3:3])[CH3:2], predict the reactants needed to synthesize it.